Predict which catalyst facilitates the given reaction. From a dataset of Catalyst prediction with 721,799 reactions and 888 catalyst types from USPTO. (1) Product: [Cl:3][CH2:11][C:12]1[CH:13]=[CH:14][C:15]2[C:28]3[CH2:27][C:26]4[C:21](=[CH:22][C:23](=[O:29])[CH2:24][CH:25]=4)[S:20][C:19]=3[CH:18]=[CH:17][C:16]=2[N:30]=1. Reactant: N1C(Cl)=NC(Cl)=NC=1[Cl:3].O[CH2:11][C:12]1[CH:13]=[CH:14][C:15]2[C:28]3[CH2:27][C:26]4[C:21](=[CH:22][C:23](=[O:29])[CH2:24][CH:25]=4)[S:20][C:19]=3[CH:18]=[CH:17][C:16]=2[N:30]=1. The catalyst class is: 85. (2) Reactant: [F:1][C:2]1([F:20])[CH2:7][N:6]([C:8]([O:10][C:11]([CH3:14])([CH3:13])[CH3:12])=[O:9])[C@@H:5]([C:15](OCC)=[O:16])[CH2:4][CH2:3]1.[H-].[H-].[H-].[H-].[Li+].[Al+3]. Product: [F:20][C:2]1([F:1])[CH2:7][N:6]([C:8]([O:10][C:11]([CH3:12])([CH3:13])[CH3:14])=[O:9])[C@@H:5]([CH2:15][OH:16])[CH2:4][CH2:3]1. The catalyst class is: 1. (3) Reactant: [CH3:1][NH:2][C:3]1[CH:27]=[CH:26][C:6]([O:7][C:8]2[CH:13]=[CH:12][N:11]=[C:10]([NH:14][C:15]([NH:17][CH2:18][CH2:19][N:20]3[CH2:25][CH2:24][O:23][CH2:22][CH2:21]3)=[O:16])[CH:9]=2)=[CH:5][C:4]=1[N+:28]([O-])=O. Product: [NH2:28][C:4]1[CH:5]=[C:6]([CH:26]=[CH:27][C:3]=1[NH:2][CH3:1])[O:7][C:8]1[CH:13]=[CH:12][N:11]=[C:10]([NH:14][C:15]([NH:17][CH2:18][CH2:19][N:20]2[CH2:25][CH2:24][O:23][CH2:22][CH2:21]2)=[O:16])[CH:9]=1. The catalyst class is: 19.